Predict the product of the given reaction. From a dataset of Forward reaction prediction with 1.9M reactions from USPTO patents (1976-2016). (1) Given the reactants [F:1][C:2]1[CH:7]=[C:6]([F:8])[C:5]([C:9]2[C:18]3[C:13](=[CH:14][C:15]([N:19]4[CH2:24][CH2:23][O:22][CH2:21][CH2:20]4)=[CH:16][CH:17]=3)[N:12]=[CH:11][N:10]=2)=[CH:4][C:3]=1[CH:25]([C:28]1[C:33]([O:34][CH3:35])=[N:32][CH:31]=[CH:30][N:29]=1)[C:26]#[N:27].[OH:36]S(O)(=O)=O.[OH-].[Na+], predict the reaction product. The product is: [F:1][C:2]1[CH:7]=[C:6]([F:8])[C:5]([C:9]2[C:18]3[C:13](=[CH:14][C:15]([N:19]4[CH2:24][CH2:23][O:22][CH2:21][CH2:20]4)=[CH:16][CH:17]=3)[N:12]=[CH:11][N:10]=2)=[CH:4][C:3]=1[CH:25]([C:28]1[C:33]([O:34][CH3:35])=[N:32][CH:31]=[CH:30][N:29]=1)[C:26]([NH2:27])=[O:36]. (2) Given the reactants C([O:8][C:9]1[CH:25]=[CH:24][C:12]([CH2:13][CH2:14][N:15]([CH3:23])[C:16](=[O:22])[O:17][C:18]([CH3:21])([CH3:20])[CH3:19])=[CH:11][CH:10]=1)C1C=CC=CC=1, predict the reaction product. The product is: [OH:8][C:9]1[CH:10]=[CH:11][C:12]([CH2:13][CH2:14][N:15]([CH3:23])[C:16](=[O:22])[O:17][C:18]([CH3:20])([CH3:21])[CH3:19])=[CH:24][CH:25]=1. (3) Given the reactants ClCCl.FC(F)(F)S(O[C:10]1[CH:15]=[CH:14][C:13]([C:16]2[C:21]([CH3:22])=[N:20][C:19]([CH3:23])=[C:18]([C:24](=[O:26])[NH2:25])[N:17]=2)=[CH:12][CH:11]=1)(=O)=O.[CH3:29][C:30]1([CH3:46])[C:34]([CH3:36])([CH3:35])[O:33][B:32]([B:32]2[O:33][C:34]([CH3:36])([CH3:35])[C:30]([CH3:46])([CH3:29])[O:31]2)[O:31]1.C([O-])(=O)C.[K+], predict the reaction product. The product is: [CH3:23][C:19]1[C:18]([C:24]([NH2:25])=[O:26])=[N:17][C:16]([C:13]2[CH:14]=[CH:15][C:10]([B:32]3[O:33][C:34]([CH3:36])([CH3:35])[C:30]([CH3:46])([CH3:29])[O:31]3)=[CH:11][CH:12]=2)=[C:21]([CH3:22])[N:20]=1. (4) Given the reactants [Cl:1][C:2]1[CH:11]=[CH:10][C:5]([C:6]([O:8][CH3:9])=[O:7])=[CH:4][N:3]=1.CC#N.OO.NC(N)=[O:19].FC(F)(F)C(OC(=O)C(F)(F)F)=O, predict the reaction product. The product is: [Cl:1][C:2]1[CH:11]=[CH:10][C:5]([C:6]([O:8][CH3:9])=[O:7])=[CH:4][N+:3]=1[O-:19]. (5) Given the reactants [CH2:1]([O:8][C@H:9]([CH3:13])[C@H:10]([OH:12])[CH3:11])[C:2]1[CH:7]=[CH:6][CH:5]=[CH:4][CH:3]=1.[H-].[Na+].[Cl:16][C:17]1[N:22]=[C:21](Cl)[C:20]([I:24])=[CH:19][N:18]=1.[Cl-].[Na+], predict the reaction product. The product is: [CH2:1]([O:8][C@H:9]([CH3:13])[C@@H:10]([CH3:11])[O:12][C:19]1[C:20]([I:24])=[CH:21][N:22]=[C:17]([Cl:16])[N:18]=1)[C:2]1[CH:7]=[CH:6][CH:5]=[CH:4][CH:3]=1. (6) The product is: [NH2:21][C:9]1[CH:10]=[C:11]([CH:14]2[CH:15]([C:16]([O:18][CH2:19][CH3:20])=[O:17])[C:35]2([F:47])[F:34])[CH:12]=[CH:13][C:8]=1[N:7]([CH2:24][CH:25]([CH3:27])[CH3:26])[CH2:3][CH:4]([CH3:6])[CH3:5]. Given the reactants [F-].[Na+].[CH2:3]([N:7]([CH2:24][CH:25]([CH3:27])[CH3:26])[C:8]1[CH:13]=[CH:12][C:11](/[CH:14]=[CH:15]\[C:16]([O:18][CH2:19][CH3:20])=[O:17])=[CH:10][C:9]=1[N+:21]([O-])=O)[CH:4]([CH3:6])[CH3:5].CC(C)C(=O)C.[F:34][C:35]([F:47])(S(F)(=O)=O)C(O[Si](C)(C)C)=O.[H][H], predict the reaction product.